From a dataset of Experimentally validated miRNA-target interactions with 360,000+ pairs, plus equal number of negative samples. Binary Classification. Given a miRNA mature sequence and a target amino acid sequence, predict their likelihood of interaction. Result: 0 (no interaction). The protein sequence of the target gene is MAPKFPDSVEELRAAGNESFRNGQYAEASALYGRALRVLQAQGSSDPEEESVLYSNRAACHLKDGNCRDCIKDCTSALALVPFSIKPLLRRASAYEALEKYPMAYVDYKTVLQIDDNVTSAVEGINRMTRALMDSLGPEWRLKLPSIPLVPVSAQKRWNSLPSENHKEMAKSKSKETTATKNRVPSAGDVEKARVLKEEGNELVKKGNHKKAIEKYSESLLCSNLESATYSNRALCYLVLKQYTEAVKDCTEALKLDGKNVKAFYRRAQAHKALKDYKSSFADISNLLQIEPRNGPAQKL.... The miRNA is hsa-miR-4751 with sequence AGAGGACCCGUAGCUGCUAGAAGG.